This data is from Forward reaction prediction with 1.9M reactions from USPTO patents (1976-2016). The task is: Predict the product of the given reaction. (1) Given the reactants [NH2:1][C:2]1[C:11]2[CH:10]=[N:9][C:8]([S:12][CH3:13])=[N:7][C:6]=2[N:5]([CH:14]2[CH2:17][CH2:16][CH2:15]2)[C:4](=[O:18])[C:3]=1Br.[C:20]1(B(O)O)[CH:25]=[CH:24][CH:23]=[CH:22][CH:21]=1.C(=O)([O-])[O-].[Cs+].[Cs+].C([O-])(O)=O.[Na+], predict the reaction product. The product is: [NH2:1][C:2]1[C:11]2[CH:10]=[N:9][C:8]([S:12][CH3:13])=[N:7][C:6]=2[N:5]([CH:14]2[CH2:17][CH2:16][CH2:15]2)[C:4](=[O:18])[C:3]=1[C:20]1[CH:25]=[CH:24][CH:23]=[CH:22][CH:21]=1. (2) Given the reactants [CH2:1]([C:4]1[C:8]([CH2:9][CH2:10][CH2:11][CH2:12][OH:13])=[CH:7][N:6]([C:14]2[CH:19]=[CH:18][C:17]([C:20]([F:23])([F:22])[F:21])=[CH:16][N:15]=2)[N:5]=1)[CH2:2][CH3:3].O[C:25]1[CH:26]=[C:27]([CH2:31][C:32]([O:34]C)=[O:33])[CH:28]=[CH:29][CH:30]=1.C(P(CCCC)CCCC)CCC.N(C(N1CCCCC1)=O)=NC(N1CCCCC1)=O, predict the reaction product. The product is: [CH2:1]([C:4]1[C:8]([CH2:9][CH2:10][CH2:11][CH2:12][O:13][C:25]2[CH:26]=[C:27]([CH2:31][C:32]([OH:34])=[O:33])[CH:28]=[CH:29][CH:30]=2)=[CH:7][N:6]([C:14]2[CH:19]=[CH:18][C:17]([C:20]([F:22])([F:21])[F:23])=[CH:16][N:15]=2)[N:5]=1)[CH2:2][CH3:3]. (3) Given the reactants [OH-].[Na+].C([O:5][C:6]([C:8]1[C:9](/[CH:23]=[CH:24]/[CH3:25])=[N:10][C:11]2[C:16]([C:17]=1[CH3:18])=[CH:15][CH:14]=[C:13]([C:19]([F:22])([F:21])[F:20])[CH:12]=2)=[O:7])C, predict the reaction product. The product is: [CH3:18][C:17]1[C:16]2[C:11](=[CH:12][C:13]([C:19]([F:20])([F:21])[F:22])=[CH:14][CH:15]=2)[N:10]=[C:9](/[CH:23]=[CH:24]/[CH3:25])[C:8]=1[C:6]([OH:7])=[O:5]. (4) Given the reactants [Cl:1][C:2]1[CH:7]=[CH:6][C:5]([C:8]2[N:12]([CH2:13][CH2:14][C:15]([F:18])([F:17])[F:16])[C:11](=[O:19])[N:10]([CH2:20][C:21](O)=[O:22])[N:9]=2)=[CH:4][CH:3]=1.C1C=CC2N(O)N=NC=2C=1.C(Cl)CCl.Cl.[CH3:39][C:40]1[N:44]=[C:43]([CH:45]([C:47]2[CH:52]=[CH:51][CH:50]=[C:49]([C:53]([F:56])([F:55])[F:54])[CH:48]=2)[NH2:46])[O:42][N:41]=1.C(N(CC)C(C)C)(C)C, predict the reaction product. The product is: [Cl:1][C:2]1[CH:7]=[CH:6][C:5]([C:8]2[N:12]([CH2:13][CH2:14][C:15]([F:18])([F:17])[F:16])[C:11](=[O:19])[N:10]([CH2:20][C:21]([NH:46][CH:45]([C:43]3[O:42][N:41]=[C:40]([CH3:39])[N:44]=3)[C:47]3[CH:52]=[CH:51][CH:50]=[C:49]([C:53]([F:56])([F:54])[F:55])[CH:48]=3)=[O:22])[N:9]=2)=[CH:4][CH:3]=1.